This data is from Forward reaction prediction with 1.9M reactions from USPTO patents (1976-2016). The task is: Predict the product of the given reaction. The product is: [CH3:1][O:2][C:3](=[O:66])[C@@H:4]([NH:20][C:21]([CH:23]1[CH2:32][C:31]2[CH:30]=[C:29]3[O:33][CH2:34][C@H:35]([C:37]4[CH:38]=[CH:39][C:40]([O:43][CH2:44][C:45]5[CH:50]=[CH:49][C:48]([Cl:51])=[C:47]([Cl:52])[CH:46]=5)=[CH:41][CH:42]=4)[O:36][C:28]3=[CH:27][C:26]=2[CH2:25][N:24]1[S:53]([C:56]1[S:60][C:59]([N:61]([C:62](=[O:64])[CH3:63])[CH:67]2[CH2:70][CH2:69][CH2:68]2)=[N:58][C:57]=1[CH3:65])(=[O:55])=[O:54])=[O:22])[CH2:5][C:6]1[CH:7]=[CH:8][C:9]([C:12]2[CH:17]=[CH:16][C:15]([C:18]#[N:19])=[CH:14][CH:13]=2)=[CH:10][CH:11]=1. Given the reactants [CH3:1][O:2][C:3](=[O:66])[C@@H:4]([NH:20][C:21]([CH:23]1[CH2:32][C:31]2[CH:30]=[C:29]3[O:33][CH2:34][C@H:35]([C:37]4[CH:42]=[CH:41][C:40]([O:43][CH2:44][C:45]5[CH:50]=[CH:49][C:48]([Cl:51])=[C:47]([Cl:52])[CH:46]=5)=[CH:39][CH:38]=4)[O:36][C:28]3=[CH:27][C:26]=2[CH2:25][N:24]1[S:53]([C:56]1[S:60][C:59]([NH:61][C:62](=[O:64])[CH3:63])=[N:58][C:57]=1[CH3:65])(=[O:55])=[O:54])=[O:22])[CH2:5][C:6]1[CH:11]=[CH:10][C:9]([C:12]2[CH:17]=[CH:16][C:15]([C:18]#[N:19])=[CH:14][CH:13]=2)=[CH:8][CH:7]=1.[CH:67]1(O)[CH2:70][CH2:69][CH2:68]1, predict the reaction product.